This data is from Full USPTO retrosynthesis dataset with 1.9M reactions from patents (1976-2016). The task is: Predict the reactants needed to synthesize the given product. (1) Given the product [CH:17]([O:20][C:21]([C:23]([Cl:27])([Cl:28])[C:24]([NH:6][C:5]1[CH:7]=[CH:8][CH:9]=[C:3]([C:1]#[CH:2])[CH:4]=1)=[O:25])=[O:22])([CH3:19])[CH3:18], predict the reactants needed to synthesize it. The reactants are: [C:1]([C:3]1[CH:4]=[C:5]([CH:7]=[CH:8][CH:9]=1)[NH2:6])#[CH:2].C(N(CC)CC)C.[CH:17]([O:20][C:21]([C:23]([Cl:28])([Cl:27])[C:24](Cl)=[O:25])=[O:22])([CH3:19])[CH3:18]. (2) Given the product [Cl:1][C:2]1[CH:7]=[CH:6][CH:5]=[CH:4][C:3]=1[CH:8]1[C:13]([C:14]#[N:15])=[C:12]([CH2:16][CH2:17][C:18]([O:20][CH2:21][CH3:22])=[O:19])[NH:11][C:10]2=[N:23][NH:24][CH:25]=[C:9]12, predict the reactants needed to synthesize it. The reactants are: [Cl:1][C:2]1[CH:7]=[CH:6][CH:5]=[CH:4][C:3]=1[CH:8]1[C:13]([C:14]#[N:15])=[C:12](/[CH:16]=[CH:17]/[C:18]([O:20][CH2:21][CH3:22])=[O:19])[NH:11][C:10]2=[N:23][NH:24][CH:25]=[C:9]12. (3) Given the product [I:14][C:7]1[CH:6]=[CH:5][C:4]([OH:9])=[C:3]([C:2]([F:10])([F:11])[F:1])[CH:8]=1, predict the reactants needed to synthesize it. The reactants are: [F:1][C:2]([F:11])([F:10])[C:3]1[CH:8]=[CH:7][CH:6]=[CH:5][C:4]=1[OH:9].[OH-].[Na+].[I-:14].[Na+].Cl[O-].[Na+].Cl. (4) Given the product [CH:18]1([NH:17][C:15](=[O:16])[C:14]2[CH:21]=[CH:22][C:23]([CH3:24])=[C:12]([C:8]3[CH:7]=[C:6]4[C:11](=[CH:10][CH:9]=3)[C:2]([N:27]3[CH2:28][CH2:29][CH2:30][CH:26]3[CH3:25])=[N:3][N:4]=[CH:5]4)[CH:13]=2)[CH2:20][CH2:19]1, predict the reactants needed to synthesize it. The reactants are: Cl[C:2]1[C:11]2[C:6](=[CH:7][C:8]([C:12]3[CH:13]=[C:14]([CH:21]=[CH:22][C:23]=3[CH3:24])[C:15]([NH:17][CH:18]3[CH2:20][CH2:19]3)=[O:16])=[CH:9][CH:10]=2)[CH:5]=[N:4][N:3]=1.[CH3:25][CH:26]1[CH2:30][CH2:29][CH2:28][NH:27]1. (5) Given the product [C:1]1([N:7]2[C:11]([C:12]3[CH:17]=[CH:16][CH:15]=[C:14]([O:18][C:19]([F:22])([F:20])[F:21])[CH:13]=3)=[CH:10][C:9]([NH:23][C:31]([C@@H:26]3[C@@H:25]([CH3:24])[C:29](=[O:30])[NH:28][CH2:27]3)=[O:32])=[N:8]2)[CH:2]=[CH:3][CH:4]=[CH:5][CH:6]=1, predict the reactants needed to synthesize it. The reactants are: [C:1]1([N:7]2[C:11]([C:12]3[CH:17]=[CH:16][CH:15]=[C:14]([O:18][C:19]([F:22])([F:21])[F:20])[CH:13]=3)=[CH:10][C:9]([NH2:23])=[N:8]2)[CH:6]=[CH:5][CH:4]=[CH:3][CH:2]=1.[CH3:24][C@H:25]1[C:29](=[O:30])[NH:28][CH2:27][C@@H:26]1[C:31](O)=[O:32].C1C=CC2N(O)N=NC=2C=1.CCN=C=NCCCN(C)C.Cl. (6) Given the product [CH3:9][S:10]([OH:13])(=[O:12])=[O:11].[NH2:1][CH:2]([CH3:8])[CH2:3][C:4]([O:6][CH3:7])=[O:5], predict the reactants needed to synthesize it. The reactants are: [NH2:1]/[C:2](/[CH3:8])=[CH:3]\[C:4]([O:6][CH3:7])=[O:5].[CH3:9][S:10]([OH:13])(=[O:12])=[O:11].[H][H]. (7) Given the product [C:1]([O:13][CH2:14][C:15]1[CH:20]=[CH:19][CH:18]=[CH:17][CH:16]=1)(=[O:12])[CH2:2][CH2:3][CH2:4][CH2:5][CH2:6][CH2:7][CH2:8][C:9]([OH:11])=[O:10], predict the reactants needed to synthesize it. The reactants are: [C:1]([OH:13])(=[O:12])[CH2:2][CH2:3][CH2:4][CH2:5][CH2:6][CH2:7][CH2:8][C:9]([OH:11])=[O:10].[CH2:14](O)[C:15]1[CH:20]=[CH:19][CH:18]=[CH:17][CH:16]=1. (8) Given the product [C:6]([C:5]1[CH:8]=[CH:9][C:2]([N:21]2[CH:22]=[C:18]([CH3:17])[N:19]=[CH:20]2)=[C:3]([O:10][C:11]2[CH:16]=[CH:15][CH:14]=[CH:13][CH:12]=2)[CH:4]=1)#[CH:23], predict the reactants needed to synthesize it. The reactants are: F[C:2]1[CH:9]=[CH:8][C:5]([CH:6]=O)=[CH:4][C:3]=1[O:10][C:11]1[CH:16]=[CH:15][CH:14]=[CH:13][CH:12]=1.[CH3:17][C:18]1[N:19]=[CH:20][NH:21][CH:22]=1.[C:23]([O-])([O-])=O.[K+].[K+].[N+](=C(P(=O)(OC)OC)C(=O)C)=[N-].